This data is from Clinical trial toxicity outcomes and FDA approval status for drugs. The task is: Regression/Classification. Given a drug SMILES string, predict its toxicity properties. Task type varies by dataset: regression for continuous values (e.g., LD50, hERG inhibition percentage) or binary classification for toxic/non-toxic outcomes (e.g., AMES mutagenicity, cardiotoxicity, hepatotoxicity). Dataset: clintox. (1) The compound is COc1ccc(C(C[NH+](C)C)C2(O)CCCCC2)cc1. The result is 0 (passed clinical trial). (2) The compound is Cc1ccccc1C(=O)Nc1ccc(C(=O)N2CCCC(O)c3cc(Cl)ccc32)c(C)c1. The result is 0 (passed clinical trial). (3) The molecule is C[C@H](Cn1cnc2c(N)ncnc21)OCP(=O)([O-])[O-]. The result is 0 (passed clinical trial). (4) The drug is CSCC[C@H](NC(=O)[C@H](Cc1c[nH]c2ccccc12)NC(=O)CNC(=O)[C@@H](NC(=O)[C@H](Cc1ccc(OS(=O)(=O)[O-])cc1)NC(=O)[C@H](CC(=O)[O-])NC(=O)[C@H](CCC(N)=O)NC(=O)[C@@H]1CCC(=O)N1)[C@@H](C)O)C(=O)N[C@@H](CC(=O)[O-])C(=O)N[C@@H](Cc1ccccc1)C(N)=O. The result is 0 (passed clinical trial). (5) The result is 0 (passed clinical trial). The molecule is O=c1[nH]cnc2c1ncn2[C@H]1CC[C@@H](CO)O1. (6) The result is 0 (passed clinical trial). The molecule is C[C@@H]1C[C@H]2[C@@H]3CCC4=CC(=O)C=C[C@]4(C)[C@@]3(Cl)[C@@H](O)C[C@]2(C)[C@@]1(OC(=O)c1ccco1)C(=O)CCl. (7) The drug is Clc1ccc(C(c2ccccc2Cl)C(Cl)Cl)cc1. The result is 0 (passed clinical trial). (8) The drug is C[NH+](C)CCOC(=O)C(c1ccccc1)C1(O)CCCC1. The result is 0 (passed clinical trial). (9) The drug is COCC(=O)Nc1c(I)c(C(=O)NCC(O)CO)c(I)c(C(=O)N(C)CC(O)CO)c1I. The result is 0 (passed clinical trial).